This data is from Full USPTO retrosynthesis dataset with 1.9M reactions from patents (1976-2016). The task is: Predict the reactants needed to synthesize the given product. (1) The reactants are: [Si]([O:8][CH2:9][C:10]1[CH:15]=[CH:14][CH:13]=[CH:12][C:11]=1[C:16]1[CH:17]=[CH:18][C:19]2[N:20]([CH:22]=[C:23]([C:25]3[CH:29]=[CH:28][O:27][CH:26]=3)[N:24]=2)[CH:21]=1)(C(C)(C)C)(C)C.[F-].C([N+](CCCC)(CCCC)CCCC)CCC. Given the product [O:27]1[CH:28]=[CH:29][C:25]([C:23]2[N:24]=[C:19]3[CH:18]=[CH:17][C:16]([C:11]4[CH:12]=[CH:13][CH:14]=[CH:15][C:10]=4[CH2:9][OH:8])=[CH:21][N:20]3[CH:22]=2)=[CH:26]1, predict the reactants needed to synthesize it. (2) Given the product [NH:22]1[CH2:21][CH:20]([C:4]2[CH:5]=[CH:6][C:7]([N:8]([CH3:19])[C:9]3[N:14]=[CH:13][C:12]4[N:15]=[CH:16][N:17]([CH3:18])[C:11]=4[CH:10]=3)=[C:2]([F:1])[CH:3]=2)[CH2:23]1, predict the reactants needed to synthesize it. The reactants are: [F:1][C:2]1[CH:3]=[C:4]([CH:20]2[CH2:23][N:22](C(OC(C)(C)C)=O)[CH2:21]2)[CH:5]=[CH:6][C:7]=1[N:8]([CH3:19])[C:9]1[N:14]=[CH:13][C:12]2[N:15]=[CH:16][N:17]([CH3:18])[C:11]=2[CH:10]=1.FC(F)(F)C(O)=O. (3) Given the product [F:1][C:2]([F:7])([F:6])[C:3]([OH:5])=[O:4].[F:8][C:9]([F:14])([F:13])[C:10]([OH:12])=[O:11].[Cl:15][C:16]1[CH:17]=[N:18][C:19]2[NH:20][C:21]3[CH:22]=[N:23][CH:24]=[C:25]([CH:38]=3)[CH2:26][CH2:27][C:28]3[CH:36]=[C:32]([NH:33][C:34]=1[N:35]=2)[CH:31]=[CH:30][C:29]=3[NH:37][C:40]([NH:39][CH2:42][C:43]1[O:44][CH:45]=[CH:46][CH:47]=1)=[O:41], predict the reactants needed to synthesize it. The reactants are: [F:1][C:2]([F:7])([F:6])[C:3]([OH:5])=[O:4].[F:8][C:9]([F:14])([F:13])[C:10]([OH:12])=[O:11].[Cl:15][C:16]1[CH:17]=[N:18][C:19]2[NH:20][C:21]3[CH:22]=[N:23][CH:24]=[C:25]([CH:38]=3)[CH2:26][CH2:27][C:28]3[CH:36]=[C:32]([NH:33][C:34]=1[N:35]=2)[CH:31]=[CH:30][C:29]=3[NH2:37].[N:39]([CH2:42][C:43]1[O:44][CH:45]=[CH:46][CH:47]=1)=[C:40]=[O:41]. (4) Given the product [C:17]([O:16][C:14]([NH:1][CH:2]([CH2:6][CH2:7][CH2:8][CH2:9][CH2:10][CH3:11])[C:3]([OH:5])=[O:4])=[O:15])([CH3:20])([CH3:19])[CH3:18], predict the reactants needed to synthesize it. The reactants are: [NH2:1][CH:2]([CH2:6][CH2:7][CH2:8][CH2:9][CH2:10][CH3:11])[C:3]([OH:5])=[O:4].[OH-].[Na+].[C:14](O[C:14]([O:16][C:17]([CH3:20])([CH3:19])[CH3:18])=[O:15])([O:16][C:17]([CH3:20])([CH3:19])[CH3:18])=[O:15]. (5) The reactants are: [Cl:1][C:2]1[CH:3]=[C:4]([C:12]2[S:16][C:15]([N:17]3[C:25]([CH3:26])=[C:20]4[CH2:21][NH:22][CH2:23][CH2:24][C:19]4=[N:18]3)=[N:14][N:13]=2)[CH:5]=[CH:6][C:7]=1[O:8][CH:9]([CH3:11])[CH3:10].[C:27]([O:31][C:32]([CH3:35])([CH3:34])[CH3:33])(=[O:30])[CH:28]=[CH2:29].N1CCCN2CCCCCC=12. Given the product [Cl:1][C:2]1[CH:3]=[C:4]([C:12]2[S:16][C:15]([N:17]3[C:25]([CH3:26])=[C:20]4[CH2:21][N:22]([CH2:29][CH2:28][C:27]([O:31][C:32]([CH3:35])([CH3:34])[CH3:33])=[O:30])[CH2:23][CH2:24][C:19]4=[N:18]3)=[N:14][N:13]=2)[CH:5]=[CH:6][C:7]=1[O:8][CH:9]([CH3:11])[CH3:10], predict the reactants needed to synthesize it.